From a dataset of Reaction yield outcomes from USPTO patents with 853,638 reactions. Predict the reaction yield, written as a fraction of the theoretical maximum amount of product (1.0 means a 100% yield; for example, 0.34 means a 34% yield). (1) The reactants are [Br:1][C:2]1[CH:3]=[CH:4][CH:5]=[C:6]2[C:11]=1[N:10]=[CH:9][CH:8]=[C:7]2[CH:12]=[O:13].P(O)(O)([O-])=[O:15].[Na+].Cl([O-])=O.[Na+].[O-]S([O-])(=S)=O.[Na+].[Na+]. The catalyst is C1COCC1.O. The product is [Br:1][C:2]1[CH:3]=[CH:4][CH:5]=[C:6]2[C:11]=1[N:10]=[CH:9][CH:8]=[C:7]2[C:12]([OH:15])=[O:13]. The yield is 0.940. (2) The reactants are [CH:1]1([CH:6]([N:10]2[CH:14]=[C:13]([C:15]3[C:16]4[CH:23]=[CH:22][N:21](COCC[Si](C)(C)C)[C:17]=4[N:18]=[CH:19][N:20]=3)[CH:12]=[N:11]2)[CH2:7][CH:8]=[CH2:9])[CH2:5][CH2:4][CH2:3][CH2:2]1.[C:32]([OH:38])([C:34]([F:37])([F:36])[F:35])=[O:33]. The catalyst is C(Cl)Cl. The product is [F:35][C:34]([F:37])([F:36])[C:32]([OH:38])=[O:33].[CH:1]1([CH:6]([N:10]2[CH:14]=[C:13]([C:15]3[C:16]4[CH:23]=[CH:22][NH:21][C:17]=4[N:18]=[CH:19][N:20]=3)[CH:12]=[N:11]2)[CH2:7][CH:8]=[CH2:9])[CH2:5][CH2:4][CH2:3][CH2:2]1. The yield is 0.800. (3) The catalyst is C(Cl)Cl.CO. The product is [OH:37][C:28]1[C:29]([OH:35])=[C:30]([OH:33])[CH:31]=[CH:32][C:27]=1[C:23]1[CH:24]=[CH:25][CH:26]=[C:21]([C:19]([NH:18][C:13]2[CH:14]=[CH:15][CH:16]=[CH:17][C:12]=2[C:9]2[S:8][C:7]([CH2:6][C:5]([OH:39])=[O:4])=[CH:11][CH:10]=2)=[O:20])[CH:22]=1.[CH3:3][O:4][C:5](=[O:39])[CH2:6][C:7]1[S:8][C:9]([C:12]2[CH:17]=[CH:16][CH:15]=[CH:14][C:13]=2[NH:18][C:19]([C:21]2[CH:22]=[C:23]([C:27]3[CH:32]=[CH:31][C:30]([OH:33])=[C:29]([OH:35])[C:28]=3[OH:37])[CH:24]=[CH:25][CH:26]=2)=[O:20])=[CH:10][CH:11]=1. The yield is 0.130. The reactants are N#N.[CH3:3][O:4][C:5](=[O:39])[CH2:6][C:7]1[S:8][C:9]([C:12]2[CH:17]=[CH:16][CH:15]=[CH:14][C:13]=2[NH:18][C:19]([C:21]2[CH:22]=[C:23]([C:27]3[CH:32]=[CH:31][C:30]([O:33]C)=[C:29]([O:35]C)[C:28]=3[O:37]C)[CH:24]=[CH:25][CH:26]=2)=[O:20])=[CH:10][CH:11]=1.B(Br)(Br)Br.O. (4) The reactants are CO[C:3](=[O:17])[CH:4]([C:9]1[C:14]([F:15])=[CH:13][CH:12]=[CH:11][C:10]=1[Cl:16])[C:5]([O:7]C)=O.[NH2:18][C:19]1[NH:23][N:22]=[CH:21][C:20]=1[C:24]([O:26][CH3:27])=[O:25].C(N(CCCC)CCCC)CCC. The catalyst is CO. The product is [Cl:16][C:10]1[CH:11]=[CH:12][CH:13]=[C:14]([F:15])[C:9]=1[C:4]1[C:3]([OH:17])=[N:18][C:19]2[N:23]([N:22]=[CH:21][C:20]=2[C:24]([O:26][CH3:27])=[O:25])[C:5]=1[OH:7]. The yield is 0.830.